From a dataset of Forward reaction prediction with 1.9M reactions from USPTO patents (1976-2016). Predict the product of the given reaction. (1) The product is: [C:1]([O:5][C:6](=[O:18])[NH:7][CH2:8][C:9]1[CH:14]=[C:13]([CH:28]=[CH2:29])[CH:12]=[C:11]([Cl:16])[C:10]=1[F:17])([CH3:4])([CH3:3])[CH3:2]. Given the reactants [C:1]([O:5][C:6](=[O:18])[NH:7][CH2:8][C:9]1[CH:14]=[C:13](Br)[CH:12]=[C:11]([Cl:16])[C:10]=1[F:17])([CH3:4])([CH3:3])[CH3:2].O.C([O-])([O-])=O.[K+].[K+].CO[CH2:28][CH2:29]OC, predict the reaction product. (2) Given the reactants [NH2:1][C:2]1[CH:10]=[CH:9][C:8]([Cl:11])=[CH:7][C:3]=1[C:4]([OH:6])=O.O=S(Cl)Cl.[Cl:16][C:17]1[CH:23]=[CH:22][CH:21]=[CH:20][C:18]=1[NH2:19], predict the reaction product. The product is: [NH2:1][C:2]1[CH:10]=[CH:9][C:8]([Cl:11])=[CH:7][C:3]=1[C:4]([NH:19][C:18]1[CH:20]=[CH:21][CH:22]=[CH:23][C:17]=1[Cl:16])=[O:6].